From a dataset of Reaction yield outcomes from USPTO patents with 853,638 reactions. Predict the reaction yield, written as a fraction of the theoretical maximum amount of product (1.0 means a 100% yield; for example, 0.34 means a 34% yield). The reactants are [CH3:1][O:2][C:3](=[O:23])[CH2:4][C@H:5]1[CH2:10][CH2:9][C@H:8]([C:11]2[CH:16]=[CH:15][C:14]([NH:17][C:18](=[O:22])[CH2:19][CH2:20][NH2:21])=[CH:13][CH:12]=2)[CH2:7][CH2:6]1.CCN=C=NCCCN(C)C.[Cl:35][C:36]1[CH:37]=[C:38]2[C:42](=[CH:43][CH:44]=1)[NH:41][C:40]([C:45](O)=[O:46])=[CH:39]2.C1C=CC2N(O)N=NC=2C=1.C(N(C(C)C)C(C)C)C. The catalyst is ClCCl.C([O-])(O)=O.[Na+]. The product is [CH3:1][O:2][C:3](=[O:23])[CH2:4][C@H:5]1[CH2:6][CH2:7][C@H:8]([C:11]2[CH:12]=[CH:13][C:14]([NH:17][C:18](=[O:22])[CH2:19][CH2:20][NH:21][C:45]([C:40]3[NH:41][C:42]4[C:38]([CH:39]=3)=[CH:37][C:36]([Cl:35])=[CH:44][CH:43]=4)=[O:46])=[CH:15][CH:16]=2)[CH2:9][CH2:10]1. The yield is 0.960.